Dataset: Full USPTO retrosynthesis dataset with 1.9M reactions from patents (1976-2016). Task: Predict the reactants needed to synthesize the given product. (1) Given the product [NH:52]([CH2:53][CH2:54][CH2:55][CH2:56][NH:57][C:28]([C:19]1([NH:18][C:1]([CH2:75][CH2:76][CH2:77][C:78]([OH:80])=[O:79])=[O:3])[CH2:20][C:21]2[C:26](=[CH:25][CH:24]=[CH:23][CH:22]=2)[CH2:27]1)=[O:30])[C:51]([NH2:50])=[NH:65], predict the reactants needed to synthesize it. The reactants are: [C:1]([NH:18][C:19]1([C:28]([OH:30])=O)[CH2:27][C:26]2[C:21](=[CH:22][CH:23]=[CH:24][CH:25]=2)[CH2:20]1)([O:3]CC1C2C(=CC=CC=2)C2C1=CC=CC=2)=O.CCN=C=NCCCN(C)C.Cl.C(OC([NH:50][C:51](=[NH:65])[N:52](C(OC(C)(C)C)=O)[CH2:53][CH2:54][CH2:55][CH2:56][NH2:57])=O)(C)(C)C.NCC1CCNCC1.C1(=O)[O:80][C:78](=[O:79])[CH2:77][CH2:76][CH2:75]1.C(O)(C(F)(F)F)=O. (2) Given the product [Cl:1][C:2]1[CH:3]=[CH:4][C:5]([C:8]2[N:9]([C:10]3[CH:15]=[CH:14][C:13]([S:16]([CH3:19])(=[O:17])=[O:18])=[CH:12][CH:11]=3)[CH:27]=[C:28]([C:30]3[CH:35]=[CH:34][C:33]([F:36])=[CH:32][CH:31]=3)[N:20]=2)=[CH:6][CH:7]=1, predict the reactants needed to synthesize it. The reactants are: [Cl:1][C:2]1[CH:7]=[CH:6][C:5]([C:8](=[NH:20])[NH:9][C:10]2[CH:15]=[CH:14][C:13]([S:16]([CH3:19])(=[O:18])=[O:17])=[CH:12][CH:11]=2)=[CH:4][CH:3]=1.C(=O)(O)[O-].[Na+].Cl[CH2:27][C:28]([C:30]1[CH:35]=[CH:34][C:33]([F:36])=[CH:32][CH:31]=1)=O. (3) Given the product [C:22]([O:21][C:19]([C:16]1[CH:17]=[CH:18][C:13]([C:12]([CH3:27])([CH3:26])[C@@H:2]([C:28]([OH:30])=[O:29])[N:3]([C:5]([O:7][C:8]([CH3:9])([CH3:10])[CH3:11])=[O:6])[CH3:4])=[CH:14][CH:15]=1)=[O:20])([CH3:23])([CH3:24])[CH3:25], predict the reactants needed to synthesize it. The reactants are: C[C@@:2]([C:28]([OH:30])=[O:29])([C:12]([CH3:27])([CH3:26])[C:13]1[CH:18]=[CH:17][C:16]([C:19]([O:21][C:22]([CH3:25])([CH3:24])[CH3:23])=[O:20])=[CH:15][CH:14]=1)[N:3]([C:5]([O:7][C:8]([CH3:11])([CH3:10])[CH3:9])=[O:6])[CH3:4].CO.O.O.[OH-].[Li+].